Dataset: Experimentally validated miRNA-target interactions with 360,000+ pairs, plus equal number of negative samples. Task: Binary Classification. Given a miRNA mature sequence and a target amino acid sequence, predict their likelihood of interaction. The miRNA is hsa-miR-920 with sequence GGGGAGCUGUGGAAGCAGUA. The protein sequence of the target gene is MNASQVAGEEAPQSGHSVKVVLVGDGGCGKTSLMMVFAKGAFPESYSPTVFERYNATLQMKGKPVHLQIWDTAGQDDYDRLRPLFYPDANVLLLCFDVTNPNSFDNVSNRWYPEVTHFCKGVPIIVVGCKIDLRKDKVLVNNLRKKRLEPVTYHRGHDMARSVGAVAYLECSARLHDNVEAVFQEAAEVALSSRRHNFWRRITQNCCLAT. Result: 0 (no interaction).